Predict the reactants needed to synthesize the given product. From a dataset of Full USPTO retrosynthesis dataset with 1.9M reactions from patents (1976-2016). (1) The reactants are: [NH:1]1[CH:5]=[C:4]([C:6]2[CH:22]=[CH:21][C:9]3[C:10]4[N:11]=[C:12]([C:18](O)=[O:19])[S:13][C:14]=4[CH2:15][CH2:16][O:17][C:8]=3[CH:7]=2)[CH:3]=[N:2]1.[CH3:23][NH:24][CH2:25][CH2:26][C:27]1[CH:32]=[CH:31][CH:30]=[CH:29][N:28]=1. Given the product [CH3:23][N:24]([CH2:25][CH2:26][C:27]1[CH:32]=[CH:31][CH:30]=[CH:29][N:28]=1)[C:18]([C:12]1[S:13][C:14]2[CH2:15][CH2:16][O:17][C:8]3[CH:7]=[C:6]([C:4]4[CH:3]=[N:2][NH:1][CH:5]=4)[CH:22]=[CH:21][C:9]=3[C:10]=2[N:11]=1)=[O:19], predict the reactants needed to synthesize it. (2) Given the product [CH3:10][O:11][C:12]1[CH:19]=[CH:18][C:15]([CH2:16][NH:17][C:5]2[CH:4]=[C:3]([C:1]#[N:2])[CH:8]=[CH:7][N:6]=2)=[CH:14][CH:13]=1, predict the reactants needed to synthesize it. The reactants are: [C:1]([C:3]1[CH:8]=[CH:7][N:6]=[C:5](F)[CH:4]=1)#[N:2].[CH3:10][O:11][C:12]1[CH:19]=[CH:18][C:15]([CH2:16][NH2:17])=[CH:14][CH:13]=1. (3) The reactants are: [CH3:1][C:2]1[CH:3]=[C:4]([C:8]2[S:9][CH:10]=[CH:11][CH:12]=2)[CH:5]=[CH:6][CH:7]=1.[Br:13][C:14]1[CH:15]=[CH:16][C:17]([Cl:22])=[C:18]([CH:21]=1)[CH:19]=O. Given the product [Br:13][C:14]1[CH:15]=[CH:16][C:17]([Cl:22])=[C:18]([CH2:19][C:10]2[S:9][C:8]([C:4]3[CH:5]=[CH:6][CH:7]=[C:2]([CH3:1])[CH:3]=3)=[CH:12][CH:11]=2)[CH:21]=1, predict the reactants needed to synthesize it. (4) Given the product [Si:1]([O:8][C@H:9]([C@H:11]([N:19]1[CH:23]=[C:22]([C:24]([O:26][CH2:27][CH3:28])=[O:25])[N:21]=[CH:20]1)[CH2:12][CH2:13][S:39][C:30]1[CH:31]=[CH:32][C:33]2[C:38](=[CH:37][CH:36]=[CH:35][CH:34]=2)[CH:29]=1)[CH3:10])([C:4]([CH3:6])([CH3:5])[CH3:7])([CH3:3])[CH3:2], predict the reactants needed to synthesize it. The reactants are: [Si:1]([O:8][C@H:9]([C@H:11]([N:19]1[CH:23]=[C:22]([C:24]([O:26][CH2:27][CH3:28])=[O:25])[N:21]=[CH:20]1)[CH2:12][CH2:13]OS(C)(=O)=O)[CH3:10])([C:4]([CH3:7])([CH3:6])[CH3:5])([CH3:3])[CH3:2].[CH:29]1[C:38]2[C:33](=[CH:34][CH:35]=[CH:36][CH:37]=2)[CH:32]=[CH:31][C:30]=1[SH:39].C(=O)([O-])[O-].[K+].[K+].O. (5) Given the product [C:27]1([CH2:26][O:25][C:24](=[O:33])[NH:23][CH2:22][C@H:18]2[C@H:17]([OH:16])[CH2:21][N:20]([CH2:2][CH2:1][C:3]3[C:12]4[C:7](=[CH:8][CH:9]=[C:10]([O:13][CH3:14])[N:11]=4)[N:6]=[CH:5][C:4]=3[F:15])[CH2:19]2)[CH:32]=[CH:31][CH:30]=[CH:29][CH:28]=1, predict the reactants needed to synthesize it. The reactants are: [CH:1]([C:3]1[C:4]([F:15])=[CH:5][N:6]=[C:7]2[C:12]=1[N:11]=[C:10]([O:13][CH3:14])[CH:9]=[CH:8]2)=[CH2:2].[OH:16][C@@H:17]1[CH2:21][NH:20][CH2:19][C@H:18]1[CH2:22][NH:23][C:24](=[O:33])[O:25][CH2:26][C:27]1[CH:32]=[CH:31][CH:30]=[CH:29][CH:28]=1. (6) Given the product [Cl:1][C:2]1[CH:7]=[CH:6][C:5]([NH:8][C:9]([C:10]2[CH:11]=[CH:12][C:13]([C:16](=[NH:17])[O:28][CH2:26][CH3:27])=[CH:14][CH:15]=2)=[O:18])=[CH:4][C:3]=1[C:19]1[CH:24]=[CH:23][CH:22]=[CH:21][N:20]=1, predict the reactants needed to synthesize it. The reactants are: [Cl:1][C:2]1[CH:7]=[CH:6][C:5]([NH:8][C:9](=[O:18])[C:10]2[CH:15]=[CH:14][C:13]([C:16]#[N:17])=[CH:12][CH:11]=2)=[CH:4][C:3]=1[C:19]1[CH:24]=[CH:23][CH:22]=[CH:21][N:20]=1.Cl.[CH2:26]([OH:28])[CH3:27]. (7) Given the product [Br:1][C:2]1[C:10]2[C:5](=[C:6]([O:17][C:18]3[CH:23]=[CH:22][C:21]([S:24]([CH3:27])(=[O:26])=[O:25])=[CH:20][CH:19]=3)[CH:7]=[C:8]([S:11]([CH:14]([CH3:16])[CH3:15])(=[O:13])=[O:12])[CH:9]=2)[N:4]([C:35]([O:37][C:38]([CH3:41])([CH3:40])[CH3:39])=[O:36])[N:3]=1, predict the reactants needed to synthesize it. The reactants are: [Br:1][C:2]1[C:10]2[C:5](=[C:6]([O:17][C:18]3[CH:23]=[CH:22][C:21]([S:24]([CH3:27])(=[O:26])=[O:25])=[CH:20][CH:19]=3)[CH:7]=[C:8]([S:11]([CH:14]([CH3:16])[CH3:15])(=[O:13])=[O:12])[CH:9]=2)[NH:4][N:3]=1.C(N(CC)CC)C.[C:35](O[C:35]([O:37][C:38]([CH3:41])([CH3:40])[CH3:39])=[O:36])([O:37][C:38]([CH3:41])([CH3:40])[CH3:39])=[O:36]. (8) The reactants are: O=[C:2]1[CH2:5][N:4]([C:6]([O:8][C:9]([CH3:12])([CH3:11])[CH3:10])=[O:7])[CH2:3]1.[CH:13]([CH:15]=P(C1C=CC=CC=1)(C1C=CC=CC=1)C1C=CC=CC=1)=[O:14]. Given the product [O:14]=[CH:13][CH:15]=[C:2]1[CH2:5][N:4]([C:6]([O:8][C:9]([CH3:12])([CH3:11])[CH3:10])=[O:7])[CH2:3]1, predict the reactants needed to synthesize it.